This data is from Reaction yield outcomes from USPTO patents with 853,638 reactions. The task is: Predict the reaction yield, written as a fraction of the theoretical maximum amount of product (1.0 means a 100% yield; for example, 0.34 means a 34% yield). (1) The reactants are C1C2C(COC([NH:18][C@@H:19]([C:28]([NH:30][CH3:31])=[O:29])[CH2:20][C:21]([O:23][C:24]([CH3:27])([CH3:26])[CH3:25])=[O:22])=O)C3C(=CC=CC=3)C=2C=CC=1.N1CCCCC1.C1C2C(CN3CCCCC3)C3C(=CC=CC=3)C=2C=CC=1. The catalyst is C(Cl)Cl. The product is [NH2:18][C@@H:19]([C:28]([NH:30][CH3:31])=[O:29])[CH2:20][C:21]([O:23][C:24]([CH3:26])([CH3:27])[CH3:25])=[O:22]. The yield is 1.00. (2) The reactants are [Cl:1][C:2]1[CH:7]=[CH:6][CH:5]=[C:4]([Cl:8])[C:3]=1[N:9]1[C:17]2[C:12](=[CH:13][CH:14]=[CH:15][CH:16]=2)[CH2:11][C:10]1=[O:18].[OH-:19].[Na+].Cl. The catalyst is C1(C)C=CC=CC=1. The product is [Cl:1][C:2]1[CH:7]=[CH:6][CH:5]=[C:4]([Cl:8])[C:3]=1[NH:9][C:17]1[CH:16]=[CH:15][CH:14]=[CH:13][C:12]=1[CH2:11][C:10]([OH:18])=[O:19]. The yield is 0.844.